This data is from Forward reaction prediction with 1.9M reactions from USPTO patents (1976-2016). The task is: Predict the product of the given reaction. (1) Given the reactants C[C:2]([CH3:5])([O-:4])C.[K+].[CH2:7]([O:14][C:15]1[CH:22]=[CH:21][C:18]([CH:19]=O)=[CH:17][CH:16]=1)[C:8]1[CH:13]=[CH:12][CH:11]=[CH:10][CH:9]=1.C1C[O:26][CH2:25][CH2:24]1, predict the reaction product. The product is: [CH2:7]([O:14][C:15]1[CH:22]=[CH:21][C:18](/[CH:19]=[CH:24]/[C:25]([O:4][CH2:2][CH3:5])=[O:26])=[CH:17][CH:16]=1)[C:8]1[CH:13]=[CH:12][CH:11]=[CH:10][CH:9]=1. (2) Given the reactants [F:1][C:2]1[CH:3]=[C:4]2[C:9](=[CH:10][CH:11]=1)[N:8]=[CH:7][CH:6]=[C:5]2[S:12][C:13]1([C:17]([O:19]CC)=[O:18])[CH2:16][CH2:15][CH2:14]1.[OH-].[Na+], predict the reaction product. The product is: [F:1][C:2]1[CH:3]=[C:4]2[C:9](=[CH:10][CH:11]=1)[N:8]=[CH:7][CH:6]=[C:5]2[S:12][C:13]1([C:17]([OH:19])=[O:18])[CH2:14][CH2:15][CH2:16]1.